This data is from Reaction yield outcomes from USPTO patents with 853,638 reactions. The task is: Predict the reaction yield, written as a fraction of the theoretical maximum amount of product (1.0 means a 100% yield; for example, 0.34 means a 34% yield). The reactants are N(C(C)(C)C#N)=N[C:3](C)(C)[C:4]#N.[C:13]([O:17][CH2:18][CH2:19][CH2:20]C)(=[O:16])[CH:14]=[CH2:15].[CH3:22]N(C)C=O.[CH3:27][CH2:28][CH2:29][CH2:30][CH2:31][CH3:32]. The catalyst is C(Cl)(Cl)Cl. The product is [CH2:27]=[CH:28][C:29]1[CH:4]=[CH:3][CH:32]=[CH:31][CH:30]=1.[C:13]([O:17][CH:18]([CH2:19][CH3:20])[CH3:22])(=[O:16])[CH:14]=[CH2:15]. The yield is 0.940.